Dataset: Reaction yield outcomes from USPTO patents with 853,638 reactions. Task: Predict the reaction yield, written as a fraction of the theoretical maximum amount of product (1.0 means a 100% yield; for example, 0.34 means a 34% yield). (1) The reactants are [O:1]1CCO[CH:2]1[C:6]1[CH:21]=[CH:20][C:9]([O:10][C:11]2[N:12]=[CH:13][C:14]([C:17]([NH2:19])=[O:18])=[N:15][CH:16]=2)=[C:8]([F:22])[CH:7]=1. The catalyst is C(O)=O. The product is [F:22][C:8]1[CH:7]=[C:6]([CH:2]=[O:1])[CH:21]=[CH:20][C:9]=1[O:10][C:11]1[N:12]=[CH:13][C:14]([C:17]([NH2:19])=[O:18])=[N:15][CH:16]=1. The yield is 0.757. (2) The reactants are [Cl:1][C:2]1[CH:3]=[C:4]([C:12]2[N:16]=[C:15]([C:17]3[CH:26]=[CH:25][CH:24]=[C:23]4[C:18]=3[CH2:19][CH2:20][N:21](C(OC(C)(C)C)=O)[CH2:22]4)[O:14][N:13]=2)[CH:5]=[CH:6][C:7]=1[O:8][CH:9]([CH3:11])[CH3:10].Cl. The catalyst is O1CCOCC1. The product is [Cl:1][C:2]1[CH:3]=[C:4]([C:12]2[N:16]=[C:15]([C:17]3[CH:26]=[CH:25][CH:24]=[C:23]4[C:18]=3[CH2:19][CH2:20][NH:21][CH2:22]4)[O:14][N:13]=2)[CH:5]=[CH:6][C:7]=1[O:8][CH:9]([CH3:11])[CH3:10]. The yield is 0.730.